From a dataset of Peptide-MHC class II binding affinity with 134,281 pairs from IEDB. Regression. Given a peptide amino acid sequence and an MHC pseudo amino acid sequence, predict their binding affinity value. This is MHC class II binding data. (1) The peptide sequence is MLSPMLHHWIKVEYG. The MHC is DRB1_1301 with pseudo-sequence DRB1_1301. The binding affinity (normalized) is 0.763. (2) The binding affinity (normalized) is 0.340. The peptide sequence is QYENLKYTVIITVHT. The MHC is DRB5_0101 with pseudo-sequence DRB5_0101.